Dataset: Forward reaction prediction with 1.9M reactions from USPTO patents (1976-2016). Task: Predict the product of the given reaction. (1) Given the reactants Br[C:2]1[N:6]([CH:7]([CH3:9])[CH3:8])[C:5]2[CH:10]([C:23]3[CH:28]=[CH:27][C:26]([Cl:29])=[CH:25][CH:24]=3)[N:11]([C:14]3[C:19]([CH3:20])=[CH:18][C:17](=[O:21])[N:16]([CH3:22])[CH:15]=3)[C:12](=[O:13])[C:4]=2[CH:3]=1.[CH3:30][O:31][C:32]1C=[C:36]([O:38][CH3:39])[C:35](B(O)O)=[CH:34][N:33]=1.BrC1[N:48](C(C)C)C2C(C3C=CC(Cl)=CC=3)N(C3C=C(Cl)C=CC=3C)C(=O)C=2C=1.COC1C(B2OC(C)(C)C(C)(C)O2)=CN=C(N)N=1, predict the reaction product. The product is: [Cl:29][C:26]1[CH:27]=[CH:28][C:23]([CH:10]2[C:5]3[N:6]([CH:7]([CH3:9])[CH3:8])[C:2]([C:35]4[C:36]([O:38][CH3:39])=[N:48][C:32]([O:31][CH3:30])=[N:33][CH:34]=4)=[CH:3][C:4]=3[C:12](=[O:13])[N:11]2[C:14]2[C:19]([CH3:20])=[CH:18][C:17](=[O:21])[N:16]([CH3:22])[CH:15]=2)=[CH:24][CH:25]=1. (2) Given the reactants [Br:1][C:2]1[CH:3]=[C:4]([C@:8]2([CH2:27][F:28])[CH2:13][C@@H:12]([C:14]([F:17])([F:16])[F:15])[O:11][C:10]([NH:18]C(=O)C3C=CC=CC=3)=[N:9]2)[CH:5]=[CH:6][CH:7]=1.N1CCCN2CCCCCC=12, predict the reaction product. The product is: [Br:1][C:2]1[CH:3]=[C:4]([C@:8]2([CH2:27][F:28])[CH2:13][C@@H:12]([C:14]([F:17])([F:16])[F:15])[O:11][C:10]([NH2:18])=[N:9]2)[CH:5]=[CH:6][CH:7]=1. (3) The product is: [CH3:69][O:68][C:53]1[CH:52]=[C:51]([NH:50][C:46]2[N:45]=[C:44]([O:43][C:36]3[C:37]4[C:42](=[CH:41][CH:40]=[CH:39][CH:38]=4)[C:33]([NH:32][C:15]([NH:16][C:17]4[CH:22]=[C:21]([N:23]5[CH2:24][CH2:25][O:26][CH2:27][CH2:28]5)[CH:20]=[CH:19][C:18]=4[O:29][CH3:30])=[O:31])=[CH:34][CH:35]=3)[CH:49]=[CH:48][N:47]=2)[CH:56]=[C:55]([O:57][CH2:58][CH2:59][O:60][CH2:61][CH2:62][O:63][CH2:64][CH2:65][O:66][CH3:67])[CH:54]=1. Given the reactants C(N(CC)CC)C.C1(O[C:15](=[O:31])[NH:16][C:17]2[CH:22]=[C:21]([N:23]3[CH2:28][CH2:27][O:26][CH2:25][CH2:24]3)[CH:20]=[CH:19][C:18]=2[O:29][CH3:30])C=CC=CC=1.[NH2:32][C:33]1[C:42]2[C:37](=[CH:38][CH:39]=[CH:40][CH:41]=2)[C:36]([O:43][C:44]2[CH:49]=[CH:48][N:47]=[C:46]([NH:50][C:51]3[CH:56]=[C:55]([O:57][CH2:58][CH2:59][O:60][CH2:61][CH2:62][O:63][CH2:64][CH2:65][O:66][CH3:67])[CH:54]=[C:53]([O:68][CH3:69])[CH:52]=3)[N:45]=2)=[CH:35][CH:34]=1, predict the reaction product. (4) Given the reactants Br[CH2:2][Cl:3].C[O:5][C:6]([CH:8]1[CH:13]=[CH:12][C:11]2[CH:14]=[C:15]([F:18])[CH:16]=[CH:17][C:10]=2[O:9]1)=O.[Li]CCCC.CCCCCC, predict the reaction product. The product is: [Cl:3][CH2:2][C:6]([CH:8]1[CH:13]=[CH:12][C:11]2[CH:14]=[C:15]([F:18])[CH:16]=[CH:17][C:10]=2[O:9]1)=[O:5].